From a dataset of Retrosynthesis with 50K atom-mapped reactions and 10 reaction types from USPTO. Predict the reactants needed to synthesize the given product. (1) Given the product CC(C)(C)OC(=O)Nn1ccc2ccccc21, predict the reactants needed to synthesize it. The reactants are: CC(C)(C)OC(=O)OC(=O)OC(C)(C)C.Nn1ccc2ccccc21. (2) Given the product N#Cc1cnc(NCc2ccc(-c3cn(S(=O)(=O)c4ccccc4)c4ncnc(N)c34)cc2)c(-c2ncco2)c1, predict the reactants needed to synthesize it. The reactants are: N#Cc1cnc(F)c(-c2ncco2)c1.NCc1ccc(-c2cn(S(=O)(=O)c3ccccc3)c3ncnc(N)c23)cc1. (3) Given the product CS(=O)(=O)Cc1cccc[n+]1[O-], predict the reactants needed to synthesize it. The reactants are: CS(=O)(=O)Cc1ccccn1.O=C(OO)c1cccc(Cl)c1. (4) Given the product COc1ncc2cc(C(=O)Nc3cc(C(=O)NCC[C@@H](N)c4ccccc4)ccc3Cl)c(=O)[nH]c2n1, predict the reactants needed to synthesize it. The reactants are: COc1ncc2cc(C(=O)Nc3cc(C(=O)NCC[C@@H](NC(=O)OC(C)(C)C)c4ccccc4)ccc3Cl)c(=O)[nH]c2n1. (5) The reactants are: COc1cc2c(cc1OC)CC(=O)NC=C2.ClCCBr. Given the product COc1cc2c(cc1OC)CC(=O)N(CCCl)C=C2, predict the reactants needed to synthesize it. (6) Given the product CC(C)(C)OC(=O)N1C[C@H](F)C[C@H]1C(=O)N[C@H]1CC[C@@H]2CN(c3cc(C(F)(F)F)ccn3)C[C@@H]21, predict the reactants needed to synthesize it. The reactants are: CC(C)(C)OC(=O)N1C[C@H](F)C[C@H]1C(=O)N[C@H]1CC[C@@H]2CNC[C@@H]21.FC(F)(F)c1ccnc(Br)c1. (7) Given the product Clc1ccc2c(c1)CN(Cc1ccccn1)Cc1nnc([C@H]3CC[C@H](c4ccccc4)CC3)n1-2, predict the reactants needed to synthesize it. The reactants are: BrCc1ccccn1.Clc1ccc2c(c1)CNCc1nnc([C@H]3CC[C@H](c4ccccc4)CC3)n1-2. (8) Given the product COc1ccc(F)c(CNC2CC2)c1, predict the reactants needed to synthesize it. The reactants are: COc1ccc(F)c(C=O)c1.NC1CC1.